From a dataset of Reaction yield outcomes from USPTO patents with 853,638 reactions. Predict the reaction yield, written as a fraction of the theoretical maximum amount of product (1.0 means a 100% yield; for example, 0.34 means a 34% yield). (1) The yield is 0.870. The catalyst is C1COCC1.CO. The product is [OH:3][CH:4]1[CH2:5][CH2:6][N:7]([C:10]([O:12][C:13]([CH3:16])([CH3:15])[CH3:14])=[O:11])[CH2:8][CH2:9]1. The reactants are [BH4-].[Na+].[O:3]=[C:4]1[CH2:9][CH2:8][N:7]([C:10]([O:12][C:13]([CH3:16])([CH3:15])[CH3:14])=[O:11])[CH2:6][CH2:5]1. (2) The reactants are [CH3:1][O:2][C:3]1[CH:4]=[C:5]2[C:10](=[CH:11][C:12]=1[O:13][CH3:14])[N:9]=[CH:8][N:7]=[C:6]2[O:15][C:16]1[C:17]([F:24])=[CH:18][C:19]([F:23])=[C:20]([CH:22]=1)[NH2:21].[C:25]([C:29]1[CH:33]=[C:32]([NH:34][C:35](=O)[O:36]C2C=CC=CC=2)[N:31]([C:44]2[CH:49]=[CH:48][C:47]([CH3:50])=[CH:46][CH:45]=2)[N:30]=1)([CH3:28])([CH3:27])[CH3:26]. No catalyst specified. The product is [C:25]([C:29]1[CH:33]=[C:32]([NH:34][C:35]([NH:21][C:20]2[CH:22]=[C:16]([O:15][C:6]3[C:5]4[C:10](=[CH:11][C:12]([O:13][CH3:14])=[C:3]([O:2][CH3:1])[CH:4]=4)[N:9]=[CH:8][N:7]=3)[C:17]([F:24])=[CH:18][C:19]=2[F:23])=[O:36])[N:31]([C:44]2[CH:49]=[CH:48][C:47]([CH3:50])=[CH:46][CH:45]=2)[N:30]=1)([CH3:28])([CH3:27])[CH3:26]. The yield is 0.960. (3) The reactants are [F:1][C:2]1[CH:7]=[C:6]([N+:8]([O-:10])=[O:9])[CH:5]=[CH:4][C:3]=1[N:11]1[CH2:16][CH2:15][NH:14][CH2:13][CH2:12]1.Br[CH2:18][CH2:19][F:20].C(=O)([O-])[O-].[Na+].[Na+]. The catalyst is CN(C=O)C.CCOC(C)=O. The product is [F:20][CH2:19][CH2:18][N:14]1[CH2:15][CH2:16][N:11]([C:3]2[CH:4]=[CH:5][C:6]([N+:8]([O-:10])=[O:9])=[CH:7][C:2]=2[F:1])[CH2:12][CH2:13]1. The yield is 0.850. (4) The reactants are [Cl:1][C:2]1[N:7]=[C:6]([N:8]2[CH2:13][CH2:12][CH2:11][C@@H:10]([NH:14][C:15](=[O:21])OC(C)(C)C)[CH2:9]2)[CH:5]=[N:4][C:3]=1[C:22]#[N:23].[CH2:24]([Cl:26])Cl.[C:27](O)([C:29]([F:32])([F:31])[F:30])=O.C[CH2:35][N:36](C(C)C)[CH:37]([CH3:39])[CH3:38].[CH3:43]COC(C)=O. No catalyst specified. The product is [Cl:26][C:24]1[CH:38]=[C:37]([N:36]([CH3:35])[C:15]([NH:14][C@@H:10]2[CH2:11][CH2:12][CH2:13][N:8]([C:6]3[CH:5]=[N:4][C:3]([C:22]#[N:23])=[C:2]([Cl:1])[N:7]=3)[CH2:9]2)=[O:21])[CH:39]=[C:27]([C:29]([F:32])([F:31])[F:30])[CH:43]=1. The yield is 1.00. (5) The reactants are Br[C:2]1[CH:3]=[C:4]([NH:10][C:11]2[CH:16]=[CH:15][C:14]([CH:17]3[CH2:22][CH2:21][N:20]([CH3:23])[CH2:19][CH2:18]3)=[CH:13][N:12]=2)[C:5](=[O:9])[N:6]([CH3:8])[CH:7]=1.[C:24]([O:27][CH2:28][C:29]1[C:34](B2OC(C)(C)C(C)(C)O2)=[CH:33][C:32]([F:44])=[CH:31][C:30]=1[N:45]1[CH2:56][CH2:55][C:54]2[C:53]3[CH2:52][C:51]([CH3:58])(C)[CH2:50][C:49]=3[S:48][C:47]=2[C:46]1=[O:59])(=[O:26])[CH3:25].CC([O-])=O.[Na+]. The catalyst is CC#N.C1C=CC(P(C2C=CC=CC=2)[C-]2C=CC=C2)=CC=1.C1C=CC(P(C2C=CC=CC=2)[C-]2C=CC=C2)=CC=1.Cl[Pd]Cl.[Fe+2]. The product is [C:24]([O:27][CH2:28][C:29]1[C:30]([N:45]2[C:46](=[O:59])[C:47]3[S:48][C:49]4[CH2:50][CH2:51][CH2:58][CH2:52][C:53]=4[C:54]=3[CH2:55][CH2:56]2)=[CH:31][C:32]([F:44])=[CH:33][C:34]=1[C:2]1[CH:3]=[C:4]([NH:10][C:11]2[CH:16]=[CH:15][C:14]([CH:17]3[CH2:22][CH2:21][N:20]([CH3:23])[CH2:19][CH2:18]3)=[CH:13][N:12]=2)[C:5](=[O:9])[N:6]([CH3:8])[CH:7]=1)(=[O:26])[CH3:25]. The yield is 0.490. (6) The reactants are [Br:1][C:2]1[CH:7]=[CH:6][C:5]([O:8][CH3:9])=[CH:4][C:3]=1[CH2:10]Br.[F:12][C:13]([F:23])([F:22])[C:14]1[CH:21]=[CH:20][C:17]([CH2:18][NH2:19])=[CH:16][CH:15]=1.C(N(CC)CC)C. The catalyst is CS(C)=O.C1COCC1. The product is [F:12][C:13]([F:22])([F:23])[C:14]1[CH:21]=[CH:20][C:17]([CH2:18][NH:19][CH2:10][C:3]2[CH:4]=[C:5]([O:8][CH3:9])[CH:6]=[CH:7][C:2]=2[Br:1])=[CH:16][CH:15]=1. The yield is 0.730.